This data is from Peptide-MHC class II binding affinity with 134,281 pairs from IEDB. The task is: Regression. Given a peptide amino acid sequence and an MHC pseudo amino acid sequence, predict their binding affinity value. This is MHC class II binding data. (1) The peptide sequence is ISGLKPGVDYTITVY. The MHC is DRB1_0701 with pseudo-sequence DRB1_0701. The binding affinity (normalized) is 0.749. (2) The peptide sequence is ETDKGPLDKEAIEER. The MHC is DRB3_0101 with pseudo-sequence DRB3_0101. The binding affinity (normalized) is 0. (3) The peptide sequence is KQTLIAIHTLAIRYA. The MHC is DRB1_1302 with pseudo-sequence DRB1_1302. The binding affinity (normalized) is 0.908. (4) The peptide sequence is AVVCGRRHGVRIRVR. The MHC is DRB1_1602 with pseudo-sequence DRB1_1602. The binding affinity (normalized) is 0.157. (5) The peptide sequence is APEDKYEAFVLHFSE. The MHC is HLA-DQA10201-DQB10202 with pseudo-sequence HLA-DQA10201-DQB10202. The binding affinity (normalized) is 0.195. (6) The binding affinity (normalized) is 0. The MHC is HLA-DQA10102-DQB10502 with pseudo-sequence HLA-DQA10102-DQB10502. The peptide sequence is GSMAKKGDEQKLRSA. (7) The peptide sequence is GELQIVDKIFAAFKI. The MHC is DRB1_0404 with pseudo-sequence DRB1_0404. The binding affinity (normalized) is 0.368. (8) The peptide sequence is AAHRARANESATILM. The MHC is HLA-DQA10601-DQB10402 with pseudo-sequence HLA-DQA10601-DQB10402. The binding affinity (normalized) is 0.